This data is from Reaction yield outcomes from USPTO patents with 853,638 reactions. The task is: Predict the reaction yield, written as a fraction of the theoretical maximum amount of product (1.0 means a 100% yield; for example, 0.34 means a 34% yield). (1) The reactants are C(OC(=O)[NH:7][CH2:8][C@H:9]1[CH2:14][CH2:13][C@H:12]([O:15][C:16]2[C:25]3[C:20](=[C:21]([F:26])[CH:22]=[CH:23][CH:24]=3)[N:19]=[CH:18][CH:17]=2)[CH2:11][CH2:10]1)(C)(C)C.FC(F)(F)C(O)=O. The catalyst is ClCCl. The product is [F:26][C:21]1[CH:22]=[CH:23][CH:24]=[C:25]2[C:20]=1[N:19]=[CH:18][CH:17]=[C:16]2[O:15][C@H:12]1[CH2:11][CH2:10][C@H:9]([CH2:8][NH2:7])[CH2:14][CH2:13]1. The yield is 0.680. (2) The reactants are C([O:8][N:9]([CH2:12][C:13]1([C:19]([NH:21][NH:22][C:23]2[N:28]=[C:27]([C:29]([F:32])([F:31])[F:30])[CH:26]=[CH:25][N:24]=2)=[O:20])[CH2:18][CH2:17][CH2:16][CH2:15][CH2:14]1)[CH:10]=[O:11])C1C=CC=CC=1. The catalyst is C(O)C.[Pd]. The product is [OH:8][N:9]([CH2:12][C:13]1([C:19]([NH:21][NH:22][C:23]2[N:28]=[C:27]([C:29]([F:32])([F:30])[F:31])[CH:26]=[CH:25][N:24]=2)=[O:20])[CH2:18][CH2:17][CH2:16][CH2:15][CH2:14]1)[CH:10]=[O:11]. The yield is 0.850.